Dataset: Reaction yield outcomes from USPTO patents with 853,638 reactions. Task: Predict the reaction yield, written as a fraction of the theoretical maximum amount of product (1.0 means a 100% yield; for example, 0.34 means a 34% yield). (1) The reactants are N[OH:2].[O:3]1[CH2:8][CH2:7][CH2:6][CH2:5][CH:4]1[O:9][CH2:10][C:11]1[CH:12]=[C:13]([CH:16]=[CH:17][CH:18]=1)[C:14]#[N:15].[C:19]([N:26]1C=CN=C1)(N1C=CN=C1)=[O:20].O. The catalyst is C(O)(C)C.O1CCOCC1. The product is [O:3]1[CH2:8][CH2:7][CH2:6][CH2:5][CH:4]1[O:9][CH2:10][C:11]1[CH:12]=[C:13]([C:14]2[NH:26][C:19](=[O:20])[O:2][N:15]=2)[CH:16]=[CH:17][CH:18]=1. The yield is 0.890. (2) The reactants are CS(C)=O.[CH3:5][C:6]1[CH:22]=[CH:21][C:9]([CH2:10][C:11]2[S:12][C:13](/[CH:16]=[CH:17]/[N+:18]([O-:20])=[O:19])=[CH:14][CH:15]=2)=[CH:8][CH:7]=1.C(O)(=O)C.[BH4-].[Na+]. The catalyst is O. The product is [CH3:5][C:6]1[CH:7]=[CH:8][C:9]([CH2:10][C:11]2[S:12][C:13]([CH2:16][CH2:17][N+:18]([O-:20])=[O:19])=[CH:14][CH:15]=2)=[CH:21][CH:22]=1. The yield is 0.434. (3) The reactants are Cl[C:2]1[C:7]([O:8][CH3:9])=[CH:6][N:5]=[C:4]([O:10][CH3:11])[N:3]=1.[NH2:12][NH2:13]. The catalyst is CO. The product is [CH3:11][O:10][C:4]1[N:3]=[C:2]([NH:12][NH2:13])[C:7]([O:8][CH3:9])=[CH:6][N:5]=1. The yield is 0.890. (4) The reactants are [C:1]([O:5][C:6](=[O:25])[NH:7][C@H:8]1[CH2:11][C@@H:10]([NH:12][C:13](=[O:24])[C:14]([C:17]2[C:22](Cl)=[N:21][CH:20]=[CH:19][N:18]=2)([CH3:16])[CH3:15])[CH2:9]1)([CH3:4])([CH3:3])[CH3:2].CC(C)([O-])C.[Na+]. The catalyst is CC(OC1C=CC=C(OC(C)C)C=1C1C(P(C2CCCCC2)C2CCCCC2)=CC=CC=1)C.CC(OC)(C)C.C1C=[C-]C(CCN)=CC=1.Cl[Pd+].O1CCOCC1. The product is [C:1]([O:5][C:6](=[O:25])[NH:7][C@H:8]1[CH2:11][C@@H:10]([N:12]2[C:22]3=[N:21][CH:20]=[CH:19][N:18]=[C:17]3[C:14]([CH3:16])([CH3:15])[C:13]2=[O:24])[CH2:9]1)([CH3:4])([CH3:3])[CH3:2]. The yield is 0.245. (5) The catalyst is O.O1CCOCC1. The product is [C:14]([O:17][C:18]([NH:2][CH2:3][CH2:4][CH2:5][C:6]([OH:8])=[O:7])=[O:19])([CH3:16])([CH3:15])[CH3:13]. The reactants are Cl.[NH2:2][CH2:3][CH2:4][CH2:5][C:6]([O:8]CC)=[O:7].[OH-].[Na+].[CH3:13][C:14]([O:17][C:18](O[C:18]([O:17][C:14]([CH3:16])([CH3:15])[CH3:13])=[O:19])=[O:19])([CH3:16])[CH3:15]. The yield is 0.670.